Dataset: Forward reaction prediction with 1.9M reactions from USPTO patents (1976-2016). Task: Predict the product of the given reaction. (1) Given the reactants [CH2:1]([O:3][C:4]1[C:9]2[CH2:10][CH2:11][CH2:12][C:8]=2[N:7]=[C:6]([NH2:13])[N:5]=1)[CH3:2].Br[CH2:15][C:16](=O)[C:17]([O-:19])=[O:18].[CH2:21]1COC[CH2:22]1, predict the reaction product. The product is: [CH2:21]([O:19][C:17]([C:16]1[N:13]=[C:6]2[N:7]([C:8]3[CH2:12][CH2:11][CH2:10][C:9]=3[C:4]([O:3][CH2:1][CH3:2])=[N:5]2)[CH:15]=1)=[O:18])[CH3:22]. (2) Given the reactants [N:1]1([CH2:7][CH2:8][CH2:9][O:10][C:11]2[CH:16]=[CH:15][C:14]([NH2:17])=[CH:13][CH:12]=2)[CH2:6][CH2:5][CH2:4][CH2:3][CH2:2]1.[F:18][C:19]1[CH:20]=[C:21]2[C:25](=[CH:26][CH:27]=1)[NH:24][C:23](=[O:28])[C:22]2=[CH:29]O, predict the reaction product. The product is: [F:18][C:19]1[CH:20]=[C:21]2[C:25](=[CH:26][CH:27]=1)[NH:24][C:23](=[O:28])[C:22]2=[CH:29][N:17]([C:14]1[CH:13]=[CH:12][C:11]([O:10][CH2:9][CH2:8][CH2:7][N:1]2[CH2:2][CH2:3][CH2:4][CH2:5][CH2:6]2)=[CH:16][CH:15]=1)[C:11]1[CH:16]=[CH:15][CH:14]=[CH:13][CH:12]=1. (3) Given the reactants C[O:2][C:3]([C:5]1[N:6]=[C:7]2[C:12]([C:13]([F:16])([F:15])[F:14])=[CH:11][C:10]([C:17]3[CH:18]=[N:19][N:20](C(OC(C)(C)C)=O)[CH:21]=3)=[CH:9][N:8]2[CH:29]=1)=[O:4].[OH-].[Na+].C(O)(=O)CC(CC(O)=O)(C(O)=O)O, predict the reaction product. The product is: [NH:19]1[CH:18]=[C:17]([C:10]2[CH:11]=[C:12]([C:13]([F:15])([F:16])[F:14])[C:7]3[N:8]([CH:29]=[C:5]([C:3]([OH:4])=[O:2])[N:6]=3)[CH:9]=2)[CH:21]=[N:20]1. (4) Given the reactants Cl[C:2]1[N:3]=[C:4]([N:25]2[CH2:30][CH2:29][O:28][CH2:27][CH2:26]2)[C:5]2[S:10][C:9]([CH2:11][N:12]3[CH2:17][CH2:16][N:15]([C:18]([CH3:24])([CH3:23])[C:19]([NH:21][CH3:22])=[O:20])[CH2:14][CH2:13]3)=[CH:8][C:6]=2[N:7]=1.[CH3:31][C:32]1[CH:37]=[CH:36][C:35](B2OC(C)(C)C(C)(C)O2)=[CH:34][N:33]=1, predict the reaction product. The product is: [CH3:22][NH:21][C:19](=[O:20])[C:18]([CH3:24])([N:15]1[CH2:16][CH2:17][N:12]([CH2:11][C:9]2[S:10][C:5]3[C:4]([N:25]4[CH2:30][CH2:29][O:28][CH2:27][CH2:26]4)=[N:3][C:2]([C:35]4[CH:34]=[N:33][C:32]([CH3:31])=[CH:37][CH:36]=4)=[N:7][C:6]=3[CH:8]=2)[CH2:13][CH2:14]1)[CH3:23]. (5) Given the reactants [CH:1]1([C:7]2[C:11]([CH:12]=O)=[CH:10][N:9]([C:14]3[CH:19]=[CH:18][C:17]([C:20]([F:23])([F:22])[F:21])=[CH:16][N:15]=3)[N:8]=2)[CH2:6][CH2:5][CH2:4][CH2:3][CH2:2]1.C(OP([CH2:32][C:33]([O:35][CH2:36][CH3:37])=[O:34])(OCC)=O)C.CN(C)C=O.[H-].[Na+], predict the reaction product. The product is: [CH:1]1([C:7]2[C:11](/[CH:12]=[CH:32]/[C:33]([O:35][CH2:36][CH3:37])=[O:34])=[CH:10][N:9]([C:14]3[CH:19]=[CH:18][C:17]([C:20]([F:21])([F:22])[F:23])=[CH:16][N:15]=3)[N:8]=2)[CH2:2][CH2:3][CH2:4][CH2:5][CH2:6]1. (6) Given the reactants [O:1]1[CH2:6][CH2:5][CH2:4][CH2:3][CH:2]1[N:7]1[CH:11]=[CH:10][CH:9]=[N:8]1.C([Li])(C)(C)C.[C:17]([C:20]1[CH:32]=[CH:31][C:23]2[N:24]([CH2:28][O:29][CH3:30])[C:25](=[O:27])[S:26][C:22]=2[CH:21]=1)(=[O:19])[CH3:18].CCOC(C)=O, predict the reaction product. The product is: [OH:19][C:17]([C:20]1[CH:32]=[CH:31][C:23]2[N:24]([CH2:28][O:29][CH3:30])[C:25](=[O:27])[S:26][C:22]=2[CH:21]=1)([C:11]1[N:7]([CH:2]2[CH2:3][CH2:4][CH2:5][CH2:6][O:1]2)[N:8]=[CH:9][CH:10]=1)[CH3:18]. (7) Given the reactants [CH2:1]=[C:2]1[CH2:8][CH:7]2[C:9](=[O:10])[CH:4]([CH2:5][CH2:6]2)[CH2:3]1.[CH2:11](O)[CH2:12][OH:13].CCN(CC)CC.[O-]S([O-])(=O)=O.[Mg+2], predict the reaction product. The product is: [CH2:12]1[O:13][C:9]2([CH:7]3[CH2:6][CH2:5][CH:4]2[CH2:3][C:2](=[CH2:1])[CH2:8]3)[O:10][CH2:11]1.